This data is from Catalyst prediction with 721,799 reactions and 888 catalyst types from USPTO. The task is: Predict which catalyst facilitates the given reaction. (1) Reactant: [Cl:1][C:2]1[CH:3]=[C:4]([N:9]=[C:10]=[O:11])[CH:5]=[CH:6][C:7]=1[Cl:8].[N:12]1(C(OC(C)(C)C)=O)[CH2:17][CH2:16][NH:15][CH2:14][CH2:13]1.C(O)C(N)(CO)CO. Product: [Cl:1][C:2]1[CH:3]=[C:4]([NH:9][C:10]([N:12]2[CH2:17][CH2:16][NH:15][CH2:14][CH2:13]2)=[O:11])[CH:5]=[CH:6][C:7]=1[Cl:8]. The catalyst class is: 22. (2) Reactant: Br[CH2:2][C:3]([N:5]1[CH2:10][CH2:9][N:8]([C:11]([O:13][CH2:14][C:15]2[CH:20]=[CH:19][CH:18]=[CH:17][CH:16]=2)=[O:12])[CH2:7][C@H:6]1[CH2:21][OH:22])=[O:4].C(=O)([O-])[O-].[K+].[K+]. Product: [O:4]=[C:3]1[CH2:2][O:22][CH2:21][C@@H:6]2[CH2:7][N:8]([C:11]([O:13][CH2:14][C:15]3[CH:20]=[CH:19][CH:18]=[CH:17][CH:16]=3)=[O:12])[CH2:9][CH2:10][N:5]12. The catalyst class is: 11. (3) Reactant: [CH3:1][O:2][CH2:3][CH2:4][O:5][C:6]1[CH:11]=[CH:10][C:9]([C:12]2[N:13]=[C:14]3[CH:19]=[CH:18][C:17]([O:20][CH2:21][CH2:22][CH3:23])=[N:16][N:15]3[C:24]=2I)=[CH:8][CH:7]=1.[C:26]([Cu])#[N:27]. Product: [CH3:1][O:2][CH2:3][CH2:4][O:5][C:6]1[CH:11]=[CH:10][C:9]([C:12]2[N:13]=[C:14]3[CH:19]=[CH:18][C:17]([O:20][CH2:21][CH2:22][CH3:23])=[N:16][N:15]3[C:24]=2[C:26]#[N:27])=[CH:8][CH:7]=1. The catalyst class is: 9. (4) Reactant: [O:1]=[C:2]1[C:6]2([CH2:11][CH2:10][NH:9][CH2:8][CH2:7]2)[N:5]([C:12]2[CH:17]=[CH:16][CH:15]=[CH:14][CH:13]=2)[CH2:4][N:3]1[CH2:18][C:19]1[CH:20]=[C:21]([CH:26]=[CH:27][CH:28]=1)[C:22]([O:24][CH3:25])=[O:23].I[CH2:30][CH2:31][CH2:32][N:33]1[C:37]2[CH:38]=[CH:39][CH:40]=[CH:41][C:36]=2[N:35]([CH3:42])[C:34]1=[O:43].C(=O)([O-])[O-].[K+].[K+].C(OCC)(=O)C. Product: [CH3:42][N:35]1[C:36]2[CH:41]=[CH:40][CH:39]=[CH:38][C:37]=2[N:33]([CH2:32][CH2:31][CH2:30][N:9]2[CH2:10][CH2:11][C:6]3([N:5]([C:12]4[CH:13]=[CH:14][CH:15]=[CH:16][CH:17]=4)[CH2:4][N:3]([CH2:18][C:19]4[CH:20]=[C:21]([CH:26]=[CH:27][CH:28]=4)[C:22]([O:24][CH3:25])=[O:23])[C:2]3=[O:1])[CH2:7][CH2:8]2)[C:34]1=[O:43]. The catalyst class is: 6.